Dataset: Catalyst prediction with 721,799 reactions and 888 catalyst types from USPTO. Task: Predict which catalyst facilitates the given reaction. (1) Reactant: Cl[C:2]1[C:7]([CH:8]([CH2:13][CH2:14][CH3:15])[C:9]([O:11][CH3:12])=[O:10])=[C:6]([CH3:16])[N:5]=[C:4]([N:17]2[CH2:22][CH2:21][CH2:20][CH2:19][CH2:18]2)[N:3]=1.C(N(CC)C(C)C)(C)C.[N:32]1[C:41]2[C:36](=[C:37](B(O)O)[CH:38]=[CH:39][CH:40]=2)[CH:35]=[CH:34][CH:33]=1. The catalyst class is: 108. Product: [CH3:16][C:6]1[C:7]([CH:8]([CH2:13][CH2:14][CH3:15])[C:9]([O:11][CH3:12])=[O:10])=[C:2]([C:37]2[CH:38]=[CH:39][CH:40]=[C:41]3[C:36]=2[CH:35]=[CH:34][CH:33]=[N:32]3)[N:3]=[C:4]([N:17]2[CH2:22][CH2:21][CH2:20][CH2:19][CH2:18]2)[N:5]=1. (2) Reactant: Br[C:2]1[CH:17]=[CH:16][C:5]([CH2:6][N:7]2[CH2:12][CH2:11][O:10][CH:9]([CH:13]([CH3:15])[CH3:14])[CH2:8]2)=[CH:4][CH:3]=1.[F:18][C:19]([F:30])([F:29])[C:20]1[CH:25]=[CH:24][CH:23]=[CH:22][C:21]=1B(O)O.C(=O)([O-])[O-].[Na+].[Na+].C1(C)C=CC=CC=1. Product: [CH:13]([CH:9]1[O:10][CH2:11][CH2:12][N:7]([CH2:6][C:5]2[CH:16]=[CH:17][C:2]([C:21]3[CH:22]=[CH:23][CH:24]=[CH:25][C:20]=3[C:19]([F:30])([F:29])[F:18])=[CH:3][CH:4]=2)[CH2:8]1)([CH3:15])[CH3:14]. The catalyst class is: 461. (3) Reactant: FC1C=C(F)C=CC=1C(Cl)=O.[Cl:12][C:13]1[CH:19]=[C:18]([O:20][C:21]2[C:30]3[C:25](=[CH:26][C:27]([O:33][CH3:34])=[C:28]([O:31][CH3:32])[CH:29]=3)[N:24]=[CH:23][CH:22]=2)[CH:17]=[CH:16][C:14]=1[NH2:15].[F:35][C:36]1[CH:41]=[C:40]([F:42])[CH:39]=[CH:38][C:37]=1[C:43]([N:45]=[C:46]=[S:47])=[O:44]. Product: [F:35][C:36]1[CH:41]=[C:40]([F:42])[CH:39]=[CH:38][C:37]=1[C:43]([N:45]=[C:46]=[S:47])=[O:44].[Cl:12][C:13]1[CH:19]=[C:18]([O:20][C:21]2[C:30]3[C:25](=[CH:26][C:27]([O:33][CH3:34])=[C:28]([O:31][CH3:32])[CH:29]=3)[N:24]=[CH:23][CH:22]=2)[CH:17]=[CH:16][C:14]=1[NH:15][C:46]([NH:45][C:43](=[O:44])[C:37]1[CH:38]=[CH:39][C:40]([F:42])=[CH:41][C:36]=1[F:35])=[S:47]. The catalyst class is: 234. (4) Reactant: FC(F)(F)S(O[C:7]1[C:12]([C:13]([O:15][CH2:16][CH3:17])=[O:14])=[CH:11][N:10]=[C:9]2[S:18][C:19]([CH2:21][C:22]([F:25])([F:24])[F:23])=[CH:20][C:8]=12)(=O)=O.C(N(CC)C(C)C)(C)C.[NH2:37][CH:38]1[CH2:43][CH2:42][N:41]([C:44]([O:46][C:47]([CH3:50])([CH3:49])[CH3:48])=[O:45])[CH2:40][CH2:39]1. Product: [C:47]([O:46][C:44]([N:41]1[CH2:42][CH2:43][CH:38]([NH:37][C:7]2[C:12]([C:13]([O:15][CH2:16][CH3:17])=[O:14])=[CH:11][N:10]=[C:9]3[S:18][C:19]([CH2:21][C:22]([F:25])([F:24])[F:23])=[CH:20][C:8]=23)[CH2:39][CH2:40]1)=[O:45])([CH3:50])([CH3:48])[CH3:49]. The catalyst class is: 1. (5) Reactant: [Br:1][C:2]1[N:7]=[C:6]([C:8]2(O)[CH2:13][CH2:12][CH:11]([N:14]([CH3:16])[CH3:15])[CH2:10][CH2:9]2)[CH:5]=[CH:4][CH:3]=1. Product: [Br:1][C:2]1[N:7]=[C:6]([C:8]2[CH2:13][CH2:12][CH:11]([N:14]([CH3:16])[CH3:15])[CH2:10][CH:9]=2)[CH:5]=[CH:4][CH:3]=1. The catalyst class is: 11. (6) Reactant: [Br:1][C:2]1[CH:3]=[CH:4][C:5](F)=[C:6]([CH:9]=1)[CH:7]=[O:8].Cl.[OH:12][CH2:13][CH:14]1[CH2:18][CH2:17][NH:16][CH2:15]1.C(=O)([O-])[O-].[Na+].[Na+]. Product: [Br:1][C:2]1[CH:3]=[CH:4][C:5]([N:16]2[CH2:17][CH2:18][CH:14]([CH2:13][OH:12])[CH2:15]2)=[C:6]([CH:9]=1)[CH:7]=[O:8]. The catalyst class is: 58. (7) The catalyst class is: 116. Product: [Cl:1][C:2]1[N:3]=[CH:4][N:5]=[C:6]([O:8][C:9]2[CH:10]=[CH:11][C:12]([NH:15][C:16]([NH:31][C:30]3[CH:32]=[C:33]([C:35]([F:36])([F:37])[F:38])[CH:34]=[C:28]([CH2:27][N:24]4[CH2:23][CH2:22][N:21]([CH:18]([CH3:20])[CH3:19])[CH2:26][CH2:25]4)[CH:29]=3)=[O:17])=[CH:13][CH:14]=2)[CH:7]=1. Reactant: [Cl:1][C:2]1[CH:7]=[C:6]([O:8][C:9]2[CH:14]=[CH:13][C:12]([N:15]=[C:16]=[O:17])=[CH:11][CH:10]=2)[N:5]=[CH:4][N:3]=1.[CH:18]([N:21]1[CH2:26][CH2:25][N:24]([CH2:27][C:28]2[CH:29]=[C:30]([CH:32]=[C:33]([C:35]([F:38])([F:37])[F:36])[CH:34]=2)[NH2:31])[CH2:23][CH2:22]1)([CH3:20])[CH3:19]. (8) Reactant: [CH2:1]([O:4][C:5]1[CH:10]=[C:9]([O:11][C:12]2[CH:17]=[CH:16][C:15]([C:18]([F:21])([F:20])[F:19])=[CH:14][N:13]=2)[CH:8]=[CH:7][C:6]=1[CH2:22][CH2:23][C:24](OCC)=[O:25])[CH2:2][CH3:3].[H-].[Al+3].[Li+].[H-].[H-].[H-].O.O.O.O.O.O.O.O.O.O.S([O-])([O-])(=O)=O.[Na+].[Na+]. Product: [CH2:1]([O:4][C:5]1[CH:10]=[C:9]([O:11][C:12]2[CH:17]=[CH:16][C:15]([C:18]([F:19])([F:20])[F:21])=[CH:14][N:13]=2)[CH:8]=[CH:7][C:6]=1[CH2:22][CH2:23][CH2:24][OH:25])[CH2:2][CH3:3]. The catalyst class is: 7. (9) Reactant: [CH2:1]1[C@@H:5]2[CH2:6][NH:7][CH2:8][C@@H:4]2[CH2:3][N:2]1[C:9]([O:11][C:12]([CH3:15])([CH3:14])[CH3:13])=[O:10].[Cl:16][C:17]1[CH:18]=[C:19]([CH2:23][CH2:24][S:25](Cl)(=[O:27])=[O:26])[CH:20]=[CH:21][CH:22]=1. Product: [Cl:16][C:17]1[CH:18]=[C:19]([CH:20]=[CH:21][CH:22]=1)[CH2:23][CH2:24][S:25]([N:7]1[CH2:6][C@H:5]2[CH2:1][N:2]([C:9]([O:11][C:12]([CH3:15])([CH3:14])[CH3:13])=[O:10])[CH2:3][C@H:4]2[CH2:8]1)(=[O:27])=[O:26]. The catalyst class is: 546. (10) Reactant: [Cl:1][C:2]1[CH:7]=[CH:6][C:5]([C:8]2[C:12]3[CH2:13][N:14]([S:17]([CH3:20])(=[O:19])=[O:18])[CH2:15][CH2:16][C:11]=3[N:10]([CH2:21][CH2:22][CH2:23][N:24]3[CH2:29][CH2:28][O:27][CH2:26][CH2:25]3)[N:9]=2)=[CH:4][C:3]=1[C:30]#[C:31][C:32]1[CH:41]=[C:40]2[C:35]([CH2:36][C@@H:37]([C:49]([OH:51])=O)[N:38](C(OC(C)(C)C)=O)[CH2:39]2)=[CH:34][CH:33]=1.C1C=CC2N(O)N=[N:58][C:56]=2C=1.C(Cl)CCl.CN.CCN(C(C)C)C(C)C.C(O)(C(F)(F)F)=O. Product: [Cl:1][C:2]1[CH:7]=[CH:6][C:5]([C:8]2[C:12]3[CH2:13][N:14]([S:17]([CH3:20])(=[O:19])=[O:18])[CH2:15][CH2:16][C:11]=3[N:10]([CH2:21][CH2:22][CH2:23][N:24]3[CH2:29][CH2:28][O:27][CH2:26][CH2:25]3)[N:9]=2)=[CH:4][C:3]=1[C:30]#[C:31][C:32]1[CH:41]=[C:40]2[C:35]([CH2:36][C@@H:37]([C:49]([NH:58][CH3:56])=[O:51])[NH:38][CH2:39]2)=[CH:34][CH:33]=1. The catalyst class is: 2.